This data is from Forward reaction prediction with 1.9M reactions from USPTO patents (1976-2016). The task is: Predict the product of the given reaction. (1) Given the reactants [Cl:1][C:2]1[CH:7]=[CH:6][CH:5]=[CH:4][C:3]=1[C@H:8]([O:10][C:11](=[O:27])[NH:12][C:13]1[C:14]([CH3:26])=[N:15][O:16][C:17]=1[C:18]1[CH:23]=[CH:22][C:21]([CH2:24]Cl)=[CH:20][CH:19]=1)[CH3:9].[OH:28][C:29]1[CH:34]=[CH:33][C:32]([CH2:35][C:36]([O:38][CH3:39])=[O:37])=[CH:31][CH:30]=1, predict the reaction product. The product is: [CH3:39][O:38][C:36](=[O:37])[CH2:35][C:32]1[CH:33]=[CH:34][C:29]([O:28][CH2:24][C:21]2[CH:22]=[CH:23][C:18]([C:17]3[O:16][N:15]=[C:14]([CH3:26])[C:13]=3[NH:12][C:11]([O:10][C@@H:8]([C:3]3[CH:4]=[CH:5][CH:6]=[CH:7][C:2]=3[Cl:1])[CH3:9])=[O:27])=[CH:19][CH:20]=2)=[CH:30][CH:31]=1. (2) Given the reactants [C:1]([O:5][C:6]([NH:8][C@@H:9]([CH2:13][CH2:14][CH3:15])[C:10]([OH:12])=O)=[O:7])([CH3:4])([CH3:3])[CH3:2].C(N(C(C)C)CC)(C)C.C1CN([P+](ON2N=NC3C=CC=CC2=3)(N2CCCC2)N2CCCC2)CC1.F[P-](F)(F)(F)(F)F.[CH:58]1([CH2:63][C:64]2[O:68][N:67]=[C:66]([NH2:69])[CH:65]=2)[CH2:62][CH2:61][CH2:60][CH2:59]1, predict the reaction product. The product is: [C:1]([O:5][C:6](=[O:7])[NH:8][CH:9]([C:10](=[O:12])[NH:69][C:66]1[CH:65]=[C:64]([CH2:63][CH:58]2[CH2:59][CH2:60][CH2:61][CH2:62]2)[O:68][N:67]=1)[CH2:13][CH2:14][CH3:15])([CH3:2])([CH3:3])[CH3:4]. (3) Given the reactants [F:1][C:2]1[CH:14]=[C:13]2[C:5]([C:6]3[CH2:7][CH2:8][NH:9][CH2:10][C:11]=3[NH:12]2)=[CH:4][CH:3]=1, predict the reaction product. The product is: [F:1][C:2]1[CH:14]=[C:13]2[C:5]([C:6]3[CH:7]=[CH:8][N:9]=[CH:10][C:11]=3[NH:12]2)=[CH:4][CH:3]=1. (4) Given the reactants [Cl:1][C:2]1[CH:11]=[CH:10][C:5]2[C:6]([OH:9])=[N:7][O:8][C:4]=2[CH:3]=1.[F:12][C:13]([F:24])([F:23])[CH:14]1[CH2:19][CH2:18][N:17]([C:20](Cl)=[O:21])[CH2:16][CH2:15]1, predict the reaction product. The product is: [F:23][C:13]([F:12])([F:24])[CH:14]1[CH2:19][CH2:18][N:17]([C:20]([O:9][C:6]2[C:5]3[CH:10]=[CH:11][C:2]([Cl:1])=[CH:3][C:4]=3[O:8][N:7]=2)=[O:21])[CH2:16][CH2:15]1. (5) Given the reactants [C:1]([O:5][C:6](=[O:35])[C:7]([S:10][C:11]1[S:12][CH:13]=[C:14]([CH2:16][CH2:17][O:18][C:19]2[CH:24]=[CH:23][C:22]([C:25]3[CH:30]=[CH:29][C:28]([F:31])=[CH:27][CH:26]=3)=[CH:21][C:20]=2[N+:32]([O-])=O)[N:15]=1)([CH3:9])[CH3:8])([CH3:4])([CH3:3])[CH3:2].O.NN, predict the reaction product. The product is: [C:1]([O:5][C:6](=[O:35])[C:7]([S:10][C:11]1[S:12][CH:13]=[C:14]([CH2:16][CH2:17][O:18][C:19]2[CH:24]=[CH:23][C:22]([C:25]3[CH:30]=[CH:29][C:28]([F:31])=[CH:27][CH:26]=3)=[CH:21][C:20]=2[NH2:32])[N:15]=1)([CH3:9])[CH3:8])([CH3:2])([CH3:3])[CH3:4]. (6) Given the reactants O.O.[Sn](Cl)Cl.Cl.[C:7]([C:11]1(O)[N:15]([CH2:16][C:17]2[CH:22]=[CH:21][C:20]([N+:23]([O-])=O)=[C:19]([CH3:26])[CH:18]=2)[N:14]=[C:13]([C:27]([F:33])([F:32])[C:28]([F:31])([F:30])[F:29])[NH:12]1)([CH3:10])([CH3:9])[CH3:8].[OH-].[Na+], predict the reaction product. The product is: [C:7]([C:11]1[N:15]([CH2:16][C:17]2[CH:22]=[CH:21][C:20]([NH2:23])=[C:19]([CH3:26])[CH:18]=2)[N:14]=[C:13]([C:27]([F:32])([F:33])[C:28]([F:31])([F:29])[F:30])[N:12]=1)([CH3:10])([CH3:8])[CH3:9].